Dataset: Reaction yield outcomes from USPTO patents with 853,638 reactions. Task: Predict the reaction yield, written as a fraction of the theoretical maximum amount of product (1.0 means a 100% yield; for example, 0.34 means a 34% yield). (1) The reactants are [NH:1]1[CH2:4][CH2:3][CH2:2]1.CCN([CH:11]([CH3:13])[CH3:12])C(C)C.CN([C:17]([O:21]N1N=NC2C=CC=NC1=2)=[N+](C)C)C.F[P-](F)(F)(F)(F)F.[CH3:38][CH2:39]OC(C)=O. The catalyst is C(Cl)Cl. The product is [N:1]1([C:17](=[O:21])[C:11]([CH3:12])([CH3:13])[C:38]#[CH:39])[CH2:4][CH2:3][CH2:2]1. The yield is 0.440. (2) The reactants are [CH2:1]([C:5]1[CH:6]=[C:7]2[C:11](=[C:12]([O:14][CH2:15][CH2:16][C:17]3[CH:21]=[CH:20][S:19][CH:18]=3)[CH:13]=1)[NH:10][N:9]=[C:8]2[NH:22][C:23]([NH2:25])=[S:24])[CH:2]([CH3:4])[CH3:3].Br[CH2:27][CH:28](OCC)OCC.C(=O)([O-])O.[Na+]. The catalyst is C(O)C.C(OCC)(=O)C.O1CCCC1. The product is [CH2:1]([C:5]1[CH:6]=[C:7]2[C:11](=[C:12]([O:14][CH2:15][CH2:16][C:17]3[CH:21]=[CH:20][S:19][CH:18]=3)[CH:13]=1)[NH:10][N:9]=[C:8]2[NH:22][C:23]1[S:24][CH:27]=[CH:28][N:25]=1)[CH:2]([CH3:4])[CH3:3]. The yield is 0.280. (3) The reactants are C(O[C:6]([N:8]1[CH2:12][CH2:11][CH2:10][CH:9]1[C:13]1[NH:14][C:15]([C:18]2[S:22][CH:21]3[CH:23]=[C:24]([Br:26])[S:25][CH:20]3[CH:19]=2)=[CH:16][N:17]=1)=[O:7])(C)(C)C.Cl.[CH3:28][O:29][C:30]([NH:32][CH:33]([CH:37]([CH3:39])[CH3:38])C(O)=O)=[O:31].CN(C(ON1N=NC2C=CC=NC1=2)=[N+](C)C)C.F[P-](F)(F)(F)(F)F.CCN(C(C)C)C(C)C. The catalyst is C(Cl)Cl.CCOC(C)=O.CN(C=O)C. The product is [CH3:28][O:29][C:30](=[O:31])[NH:32][CH:33]([C:6]([N:8]1[CH2:12][CH2:11][CH2:10][CH:9]1[C:13]1[NH:14][C:15]([C:18]2[S:22][CH:21]3[CH:23]=[C:24]([Br:26])[S:25][CH:20]3[CH:19]=2)=[CH:16][N:17]=1)=[O:7])[CH:37]([CH3:39])[CH3:38]. The yield is 0.900. (4) The reactants are Cl[C:2](Cl)(Cl)[CH:3]([OH:5])O.S([O-])([O-])(=O)=O.[Na+].[Na+].[NH2:15][C:16]1[CH:24]=[CH:23][C:19]([C:20]([OH:22])=[O:21])=[C:18]([Cl:25])[CH:17]=1.Cl.Cl.[NH2:28][OH:29]. The catalyst is O. The product is [Cl:25][C:18]1[CH:17]=[C:16]([NH:15][C:3](=[O:5])[CH:2]=[N:28][OH:29])[CH:24]=[CH:23][C:19]=1[C:20]([OH:22])=[O:21]. The yield is 0.900. (5) No catalyst specified. The yield is 0.720. The reactants are [CH2:1]([NH2:5])[CH2:2][CH2:3][CH3:4].C([O:8][C:9]([C:11]1[N:12]=[C:13]2[CH:18]=[CH:17][C:16]([N:19]3[CH2:24][CH2:23][N:22]([C:25](=[O:36])[C:26]4[CH:31]=[CH:30][CH:29]=[CH:28][C:27]=4[C:32]([F:35])([F:34])[F:33])[CH2:21][CH2:20]3)=[N:15][N:14]2[CH:37]=1)=O)C. The product is [CH2:1]([NH:5][C:9]([C:11]1[N:12]=[C:13]2[CH:18]=[CH:17][C:16]([N:19]3[CH2:20][CH2:21][N:22]([C:25](=[O:36])[C:26]4[CH:31]=[CH:30][CH:29]=[CH:28][C:27]=4[C:32]([F:33])([F:35])[F:34])[CH2:23][CH2:24]3)=[N:15][N:14]2[CH:37]=1)=[O:8])[CH2:2][CH2:3][CH3:4]. (6) The reactants are [C:1]([NH:10][CH:11]1[CH2:16][CH2:15][CH2:14][CH2:13][CH2:12]1)([NH:3][CH:4]1[CH2:9][CH2:8][CH2:7][CH2:6][CH2:5]1)=[O:2].[C:17](Cl)(=[O:22])[CH2:18][C:19](Cl)=[O:20]. The catalyst is C(Cl)(Cl)Cl. The product is [CH:11]1([N:10]2[C:19](=[O:20])[CH2:18][C:17](=[O:22])[N:3]([CH:4]3[CH2:9][CH2:8][CH2:7][CH2:6][CH2:5]3)[C:1]2=[O:2])[CH2:16][CH2:15][CH2:14][CH2:13][CH2:12]1. The yield is 0.550. (7) The reactants are [N+:1]([C:4]1[CH:9]=[CH:8][C:7]([C@@H:10]([CH3:13])[CH2:11]O)=[CH:6][CH:5]=1)([O-:3])=[O:2].[C:14]1(=[O:24])[NH:18][C:17](=[O:19])[C:16]2=[CH:20][CH:21]=[CH:22][CH:23]=[C:15]12.C1(P(C2C=CC=CC=2)C2C=CC=CC=2)C=CC=CC=1.CCOC(/N=N/C(OCC)=O)=O. The catalyst is C1COCC1. The product is [N+:1]([C:4]1[CH:9]=[CH:8][C:7]([C@@H:10]([CH3:13])[CH2:11][N:18]2[C:14](=[O:24])[C:15]3[C:16](=[CH:20][CH:21]=[CH:22][CH:23]=3)[C:17]2=[O:19])=[CH:6][CH:5]=1)([O-:3])=[O:2]. The yield is 0.969. (8) The product is [F:1][C:2]1[CH:3]=[CH:4][C:5]([C:8]2[C:9]([C:24]([O:26][CH3:27])=[O:25])=[C:10]([CH:21]([CH3:22])[CH3:23])[N:11]=[C:12]([CH:18]([CH3:19])[CH3:20])[C:13]=2[C:14]([O:16][CH3:17])=[O:15])=[CH:6][CH:7]=1. The reactants are [F:1][C:2]1[CH:7]=[CH:6][C:5]([CH:8]2[C:13]([C:14]([O:16][CH3:17])=[O:15])=[C:12]([CH:18]([CH3:20])[CH3:19])[NH:11][C:10]([CH:21]([CH3:23])[CH3:22])=[C:9]2[C:24]([O:26][CH3:27])=[O:25])=[CH:4][CH:3]=1.O.N(OC)=O.[OH-].[Na+]. The yield is 0.950. The catalyst is C(O)(=O)C. (9) The reactants are [CH3:1][O:2][C:3]1[CH:8]=[C:7]([O:9][CH3:10])[N:6]=[C:5]([C:11](=[S:13])[NH2:12])[N:4]=1.Br[CH2:15][C:16](=O)[C:17]([F:20])([F:19])[F:18].CC[OH:24]. No catalyst specified. The product is [CH3:10][O:9][C:7]1([OH:24])[CH:8]=[C:3]([O:2][CH3:1])[N:4]=[C:5]([C:11]2[S:13][CH:15]=[C:16]([C:17]([F:20])([F:19])[F:18])[N:12]=2)[NH:6]1. The yield is 0.120.